This data is from NCI-60 drug combinations with 297,098 pairs across 59 cell lines. The task is: Regression. Given two drug SMILES strings and cell line genomic features, predict the synergy score measuring deviation from expected non-interaction effect. (1) Drug 1: CS(=O)(=O)CCNCC1=CC=C(O1)C2=CC3=C(C=C2)N=CN=C3NC4=CC(=C(C=C4)OCC5=CC(=CC=C5)F)Cl. Drug 2: CN1C2=C(C=C(C=C2)N(CCCl)CCCl)N=C1CCCC(=O)O.Cl. Cell line: NCI-H226. Synergy scores: CSS=-0.427, Synergy_ZIP=0.296, Synergy_Bliss=-2.09, Synergy_Loewe=-4.42, Synergy_HSA=-4.70. (2) Drug 1: C1=C(C(=O)NC(=O)N1)F. Drug 2: C(CCl)NC(=O)N(CCCl)N=O. Cell line: HOP-62. Synergy scores: CSS=35.4, Synergy_ZIP=-1.89, Synergy_Bliss=0.216, Synergy_Loewe=-6.69, Synergy_HSA=-3.32. (3) Drug 1: C1=NC2=C(N1)C(=S)N=CN2. Drug 2: C1CNP(=O)(OC1)N(CCCl)CCCl. Cell line: IGROV1. Synergy scores: CSS=2.75, Synergy_ZIP=10.8, Synergy_Bliss=0.0425, Synergy_Loewe=-5.44, Synergy_HSA=-1.39.